This data is from Full USPTO retrosynthesis dataset with 1.9M reactions from patents (1976-2016). The task is: Predict the reactants needed to synthesize the given product. Given the product [C:2]([C:6]1[O:10][N:9]=[C:8]([NH:11][C:12](=[O:35])[NH:13][C:14]2[CH:19]=[CH:18][C:17]([NH:20][C:21](=[O:34])[C:22]3[CH:27]=[CH:26][C:25]([O:28][CH:29]4[CH2:33][CH2:32][N:31]([CH2:37][C:38]([N:40]([CH3:42])[CH3:41])=[O:39])[CH2:30]4)=[CH:24][N:23]=3)=[CH:16][CH:15]=2)[CH:7]=1)([CH3:5])([CH3:3])[CH3:4], predict the reactants needed to synthesize it. The reactants are: Cl.[C:2]([C:6]1[O:10][N:9]=[C:8]([NH:11][C:12](=[O:35])[NH:13][C:14]2[CH:19]=[CH:18][C:17]([NH:20][C:21](=[O:34])[C:22]3[CH:27]=[CH:26][C:25]([O:28][CH:29]4[CH2:33][CH2:32][NH:31][CH2:30]4)=[CH:24][N:23]=3)=[CH:16][CH:15]=2)[CH:7]=1)([CH3:5])([CH3:4])[CH3:3].Cl[CH2:37][C:38]([N:40]([CH3:42])[CH3:41])=[O:39].